Task: Predict the reaction yield, written as a fraction of the theoretical maximum amount of product (1.0 means a 100% yield; for example, 0.34 means a 34% yield).. Dataset: Reaction yield outcomes from USPTO patents with 853,638 reactions (1) The reactants are [NH2:1][CH2:2][C@H:3]([OH:20])[CH2:4][N:5]1[C:11]2[CH:12]=[CH:13][CH:14]=[CH:15][C:10]=2[CH2:9][CH2:8][C:7]2[CH:16]=[CH:17][CH:18]=[CH:19][C:6]1=2.[F:21][C:22]([F:35])([F:34])[O:23][C:24]1[CH:29]=[CH:28][C:27]([S:30](Cl)(=[O:32])=[O:31])=[CH:26][CH:25]=1.[Na+].[Cl-]. The catalyst is CN(C=O)C.C(N(CC)CC)C. The product is [CH:15]1[C:10]2[CH2:9][CH2:8][C:7]3[CH:16]=[CH:17][CH:18]=[CH:19][C:6]=3[N:5]([CH2:4][C@@H:3]([OH:20])[CH2:2][NH:1][S:30]([C:27]3[CH:26]=[CH:25][C:24]([O:23][C:22]([F:21])([F:34])[F:35])=[CH:29][CH:28]=3)(=[O:32])=[O:31])[C:11]=2[CH:12]=[CH:13][CH:14]=1. The yield is 0.950. (2) The reactants are [NH:1]1[C:9]2[C:4](=[CH:5][C:6]([CH:10]=[O:11])=[CH:7][CH:8]=2)[CH:3]=[CH:2]1.[H-].[Na+].[C:14]1([CH3:24])[CH:19]=[CH:18][C:17]([S:20](Cl)(=[O:22])=[O:21])=[CH:16][CH:15]=1.O. The catalyst is CN(C)C=O. The product is [CH3:24][C:14]1[CH:19]=[CH:18][C:17]([S:20]([N:1]2[C:9]3[C:4](=[CH:5][C:6]([CH:10]=[O:11])=[CH:7][CH:8]=3)[CH:3]=[CH:2]2)(=[O:22])=[O:21])=[CH:16][CH:15]=1. The yield is 0.690. (3) The reactants are C(N(CC)CC)C.[N+:8]([C:11]1[CH:16]=[CH:15][C:14]([N:17]2[CH2:22][CH2:21][NH:20][CH2:19][CH2:18]2)=[CH:13][C:12]=1[NH2:23])([O-:10])=[O:9].[CH3:24][N:25]([CH3:29])[C:26](Cl)=[O:27].O. The catalyst is CN(C=O)C. The product is [CH3:24][N:25]([CH3:29])[C:26]([N:20]1[CH2:19][CH2:18][N:17]([C:14]2[CH:15]=[CH:16][C:11]([N+:8]([O-:10])=[O:9])=[C:12]([NH2:23])[CH:13]=2)[CH2:22][CH2:21]1)=[O:27]. The yield is 0.924. (4) The reactants are C([O:3][CH2:4][CH2:5][O:6][NH:7][C:8]([C:10]1[CH:15]=[CH:14][C:13](=[O:16])[N:12]([CH3:17])[C:11]=1[NH:18][C:19]1[CH:24]=[CH:23][C:22]([Br:25])=[CH:21][C:20]=1[F:26])=[O:9])=C.BrC1C=CC(NC2N(C)C(=O)C=CC=2C(O)=O)=C(F)C=1.C(OCCON)=C. No catalyst specified. The product is [OH:3][CH2:4][CH2:5][O:6][NH:7][C:8]([C:10]1[CH:15]=[CH:14][C:13](=[O:16])[N:12]([CH3:17])[C:11]=1[NH:18][C:19]1[CH:24]=[CH:23][C:22]([Br:25])=[CH:21][C:20]=1[F:26])=[O:9]. The yield is 0.600. (5) The reactants are [NH:1]1[CH2:4][CH:3]([C:5]2[CH:10]=[CH:9][C:8]([C:11]3[CH:12]=[C:13]4[C:17](=[CH:18][C:19]=3[Cl:20])[NH:16][CH:15]=[C:14]4[CH:21]=[O:22])=[CH:7][CH:6]=2)[CH2:2]1.P([O-])(O)(O)=[O:24].[Na+].Cl([O-])=O.[Na+].S([O-])([O-])=O.[Na+].[Na+]. The catalyst is CC(=CC)C.CC(O)(C)C.O. The product is [NH:1]1[CH2:4][CH:3]([C:5]2[CH:10]=[CH:9][C:8]([C:11]3[CH:12]=[C:13]4[C:17](=[CH:18][C:19]=3[Cl:20])[NH:16][CH:15]=[C:14]4[C:21]([OH:24])=[O:22])=[CH:7][CH:6]=2)[CH2:2]1. The yield is 0.100.